From a dataset of TCR-epitope binding with 47,182 pairs between 192 epitopes and 23,139 TCRs. Binary Classification. Given a T-cell receptor sequence (or CDR3 region) and an epitope sequence, predict whether binding occurs between them. (1) The epitope is NQKLIANQF. The TCR CDR3 sequence is CAISEAEPQDTQYF. Result: 0 (the TCR does not bind to the epitope). (2) The epitope is ATDALMTGY. The TCR CDR3 sequence is CASSKGGLVQPQHF. Result: 0 (the TCR does not bind to the epitope). (3) The epitope is FLPRVFSAV. The TCR CDR3 sequence is CASSYSHSSNQPQHF. Result: 0 (the TCR does not bind to the epitope). (4) The epitope is RLQSLQTYV. The TCR CDR3 sequence is CASSLVEYEQYF. Result: 0 (the TCR does not bind to the epitope). (5) The epitope is RQLLFVVEV. The TCR CDR3 sequence is CASSLSPGSSYEQYF. Result: 1 (the TCR binds to the epitope). (6) The epitope is KLFIRQEEV. The TCR CDR3 sequence is CASSRQGAGELFF. Result: 1 (the TCR binds to the epitope). (7) The epitope is VVYRGTTTY. The TCR CDR3 sequence is CASSPNLNTEAFF. Result: 0 (the TCR does not bind to the epitope). (8) The epitope is KLSALGINAV. The TCR CDR3 sequence is CASSFLAGPQETQYF. Result: 1 (the TCR binds to the epitope).